From a dataset of Reaction yield outcomes from USPTO patents with 853,638 reactions. Predict the reaction yield, written as a fraction of the theoretical maximum amount of product (1.0 means a 100% yield; for example, 0.34 means a 34% yield). The reactants are [C:1]([O:5][C:6]([N:8]1[CH2:12][CH2:11][CH:10]([O:13][C:14]2[C:19]3[C:20]4[CH:26]=[C:25](Br)[CH:24]=[N:23][C:21]=4[NH:22][C:18]=3[CH:17]=[N:16][C:15]=2[C:28]#[N:29])[CH2:9]1)=[O:7])([CH3:4])([CH3:3])[CH3:2].[CH3:30][N:31]1[CH:35]=[C:34](B2OC(C)(C)C(C)(C)O2)[CH:33]=[N:32]1.[F-].[K+]. The catalyst is C(#N)C.O.C(=O)([O-])[O-].[Na+].[Na+].C1C=CC(P(C2C=CC=CC=2)[C-]2C=CC=C2)=CC=1.C1C=CC(P(C2C=CC=CC=2)[C-]2C=CC=C2)=CC=1.Cl[Pd]Cl.[Fe+2]. The product is [C:1]([O:5][C:6]([N:8]1[CH2:12][CH2:11][CH:10]([O:13][C:14]2[C:19]3[C:20]4[CH:26]=[C:25]([C:34]5[CH:33]=[N:32][N:31]([CH3:30])[CH:35]=5)[CH:24]=[N:23][C:21]=4[NH:22][C:18]=3[CH:17]=[N:16][C:15]=2[C:28]#[N:29])[CH2:9]1)=[O:7])([CH3:4])([CH3:3])[CH3:2]. The yield is 0.300.